The task is: Predict which catalyst facilitates the given reaction.. This data is from Catalyst prediction with 721,799 reactions and 888 catalyst types from USPTO. (1) Reactant: [Cl:1][C:2]1[C:10]2[C:5](=[CH:6][CH:7]=[CH:8][CH:9]=2)[NH:4][N:3]=1.C([O-])([O-])=O.[K+].[K+].Cl[CH2:18][C:19]([N:21]1[CH2:26][CH2:25][N:24]([C:27]2[CH:32]=[CH:31][C:30]([F:33])=[CH:29][CH:28]=2)[CH2:23][CH2:22]1)=[O:20].CN(C=O)C. Product: [Cl:1][C:2]1[C:10]2[C:5](=[CH:6][CH:7]=[CH:8][CH:9]=2)[N:4]([CH2:18][C:19]([N:21]2[CH2:22][CH2:23][N:24]([C:27]3[CH:32]=[CH:31][C:30]([F:33])=[CH:29][CH:28]=3)[CH2:25][CH2:26]2)=[O:20])[N:3]=1. The catalyst class is: 195. (2) The catalyst class is: 22. Product: [O:2]1[CH2:6][CH2:5][CH:4]([CH2:7][NH:8][C:25]([C:22]2[N:23]=[N:24][N:20]([CH2:16][CH2:17][CH2:18][CH3:19])[N:21]=2)=[O:26])[CH2:3]1. Reactant: Cl.[O:2]1[CH2:6][CH2:5][CH:4]([CH2:7][NH2:8])[CH2:3]1.C(N(CC)CC)C.[CH2:16]([N:20]1[N:24]=[N:23][C:22]([C:25](O)=[O:26])=[N:21]1)[CH2:17][CH2:18][CH3:19].ON1C2C=CC=CC=2N=N1.Cl.C(N=C=NCCCN(C)C)C.Cl. (3) Reactant: C([O:3][C:4](=O)[CH2:5][O:6][CH:7]1[CH2:11][CH2:10][N:9]([C:12]([O:14][C:15]([CH3:18])([CH3:17])[CH3:16])=[O:13])[CH2:8]1)C.[H-].[H-].[H-].[H-].[Li+].[Al+3].O.[OH-].[Na+]. Product: [OH:3][CH2:4][CH2:5][O:6][CH:7]1[CH2:11][CH2:10][N:9]([C:12]([O:14][C:15]([CH3:18])([CH3:17])[CH3:16])=[O:13])[CH2:8]1. The catalyst class is: 1. (4) Reactant: [F:1][C:2]1[CH:7]=[CH:6][C:5]([NH:8][C:9]2[N:14]=[C:13]([CH2:15]O)[CH:12]=[C:11]([CH3:17])[N:10]=2)=[CH:4][CH:3]=1.S(Cl)([Cl:20])=O. Product: [Cl:20][CH2:15][C:13]1[CH:12]=[C:11]([CH3:17])[N:10]=[C:9]([NH:8][C:5]2[CH:6]=[CH:7][C:2]([F:1])=[CH:3][CH:4]=2)[N:14]=1. The catalyst class is: 4. (5) Reactant: [Br:1][C:2]1[C:3](Cl)=[N:4][CH:5]=[C:6]([CH3:8])[CH:7]=1.[CH3:10][O-:11].[Na+]. The catalyst class is: 5. Product: [Br:1][C:2]1[C:3]([O:11][CH3:10])=[N:4][CH:5]=[C:6]([CH3:8])[CH:7]=1. (6) Reactant: CS([C:5]1[N:6]([C:15]2[CH:20]=[CH:19][C:18]([O:21][CH2:22][C:23]([F:26])([F:25])[F:24])=[CH:17][CH:16]=2)[C:7](=[O:14])[C:8]2[CH:13]=[CH:12][NH:11][C:9]=2[N:10]=1)(=O)=O.[NH2:27][CH2:28][CH2:29][OH:30]. Product: [OH:30][CH2:29][CH2:28][NH:27][C:5]1[N:6]([C:15]2[CH:20]=[CH:19][C:18]([O:21][CH2:22][C:23]([F:26])([F:25])[F:24])=[CH:17][CH:16]=2)[C:7](=[O:14])[C:8]2[CH:13]=[CH:12][NH:11][C:9]=2[N:10]=1. The catalyst class is: 7. (7) Product: [N:18]1[CH:19]=[CH:20][CH:21]=[N:22][C:17]=1[NH:1][C@@H:2]1[CH2:7][CH2:6][C@H:5]([NH:8][C:9](=[O:15])[O:10][C:11]([CH3:12])([CH3:14])[CH3:13])[CH2:4][CH2:3]1. Reactant: [NH2:1][C@@H:2]1[CH2:7][CH2:6][C@H:5]([NH:8][C:9](=[O:15])[O:10][C:11]([CH3:14])([CH3:13])[CH3:12])[CH2:4][CH2:3]1.Cl[C:17]1[N:22]=[CH:21][CH:20]=[CH:19][N:18]=1. The catalyst class is: 31. (8) Reactant: [CH3:1][O:2][C:3]1[CH:4]=[C:5]([N:12]2[CH2:17][CH2:16][CH:15]([N:18]3[CH2:23][CH2:22][CH2:21][CH:20]([OH:24])[CH2:19]3)[CH2:14][CH2:13]2)[CH:6]=[CH:7][C:8]=1[N+:9]([O-])=O. The catalyst class is: 43. Product: [NH2:9][C:8]1[CH:7]=[CH:6][C:5]([N:12]2[CH2:17][CH2:16][CH:15]([N:18]3[CH2:23][CH2:22][CH2:21][CH:20]([OH:24])[CH2:19]3)[CH2:14][CH2:13]2)=[CH:4][C:3]=1[O:2][CH3:1].